This data is from CYP2D6 inhibition data for predicting drug metabolism from PubChem BioAssay. The task is: Regression/Classification. Given a drug SMILES string, predict its absorption, distribution, metabolism, or excretion properties. Task type varies by dataset: regression for continuous measurements (e.g., permeability, clearance, half-life) or binary classification for categorical outcomes (e.g., BBB penetration, CYP inhibition). Dataset: cyp2d6_veith. (1) The compound is CCC(=O)[C@@H](c1ccccc1)c1ccccn1. The result is 0 (non-inhibitor). (2) The drug is Cc1nn2c(C)nc3sc4c(c3c2nc1=O)CC(C)(C)OC4. The result is 0 (non-inhibitor).